This data is from Forward reaction prediction with 1.9M reactions from USPTO patents (1976-2016). The task is: Predict the product of the given reaction. (1) The product is: [F:14][C:12]1[CH:11]=[CH:10][C:9]([CH3:15])=[C:8]([C:5]([CH3:7])([CH3:6])[CH2:4][C@:3]2([C:2]([F:27])([F:26])[F:1])[CH2:17][O:16]2)[CH:13]=1.[C:24]1([CH3:33])[CH:23]=[CH:22][CH:21]=[CH:20][C:19]=1[S:18][CH3:17]. Given the reactants [F:1][C:2]([F:27])([F:26])[C@@:3]([CH2:17][S:18][C:19]1[CH:24]=[CH:23][C:22](C)=[CH:21][CH:20]=1)([OH:16])[CH2:4][C:5]([C:8]1[CH:13]=[C:12]([F:14])[CH:11]=[CH:10][C:9]=1[CH3:15])([CH3:7])[CH3:6].F[B-](F)(F)F.[CH3:33][O+](C)C.C(=O)([O-])[O-].[K+].[K+].C(=O)(O)[O-].[Na+], predict the reaction product. (2) Given the reactants [Cl:1][C:2]1[CH:3]=[C:4]([CH:19]=[CH:20][CH:21]=1)[CH2:5][O:6][C:7]1[CH:15]=[CH:14][CH:13]=[C:9]([C:10]([OH:12])=O)[C:8]=1[C:16]([OH:18])=O.Cl.[NH2:23][CH:24]1[CH2:30][CH2:29][C:28](=[O:31])[NH:27][C:25]1=[O:26], predict the reaction product. The product is: [Cl:1][C:2]1[CH:3]=[C:4]([CH:19]=[CH:20][CH:21]=1)[CH2:5][O:6][C:7]1[CH:15]=[CH:14][CH:13]=[C:9]2[C:8]=1[C:16](=[O:18])[N:23]([CH:24]1[CH2:30][CH2:29][C:28](=[O:31])[NH:27][C:25]1=[O:26])[C:10]2=[O:12]. (3) Given the reactants [N:1]1[C:10]2[NH:9][CH2:8][CH2:7][CH2:6][C:5]=2[CH:4]=[CH:3][C:2]=1[CH2:11][CH2:12][OH:13].C1C=CC(P(C2C=CC=CC=2)C2C=CC=CC=2)=CC=1.[Cl:33][C:34]1([Cl:50])[CH:36]([C:37]2[CH:42]=[CH:41][C:40](O)=[CH:39][CH:38]=2)[CH:35]1[CH2:44][C:45]([O:47]CC)=[O:46].N(C(OC(C)C)=O)=NC(OC(C)C)=O.C(O)(C(F)(F)F)=O, predict the reaction product. The product is: [Cl:33][C:34]1([Cl:50])[CH:36]([C:37]2[CH:42]=[CH:41][C:40]([O:13][CH2:12][CH2:11][C:2]3[CH:3]=[CH:4][C:5]4[CH2:6][CH2:7][CH2:8][NH:9][C:10]=4[N:1]=3)=[CH:39][CH:38]=2)[CH:35]1[CH2:44][C:45]([OH:47])=[O:46]. (4) Given the reactants FC(F)(F)C(O)=O.[Cl:8][C:9]1[C:10]([F:42])=[C:11]([CH:39]=[CH:40][CH:41]=1)[NH:12][C:13]1[C:22]2[C:17](=[CH:18][C:19]([O:25][CH:26]3[CH2:31][CH2:30][N:29](C(OC(C)(C)C)=O)[CH2:28][CH2:27]3)=[C:20]([O:23][CH3:24])[CH:21]=2)[N:16]=[CH:15][N:14]=1, predict the reaction product. The product is: [ClH:8].[ClH:8].[Cl:8][C:9]1[C:10]([F:42])=[C:11]([NH:12][C:13]2[C:22]3[C:17](=[CH:18][C:19]([O:25][CH:26]4[CH2:31][CH2:30][NH:29][CH2:28][CH2:27]4)=[C:20]([O:23][CH3:24])[CH:21]=3)[N:16]=[CH:15][N:14]=2)[CH:39]=[CH:40][CH:41]=1.